Dataset: Reaction yield outcomes from USPTO patents with 853,638 reactions. Task: Predict the reaction yield, written as a fraction of the theoretical maximum amount of product (1.0 means a 100% yield; for example, 0.34 means a 34% yield). (1) The reactants are I[C:2]1[C:15]2[CH2:14][C:13]3[C:8](=[CH:9][CH:10]=[CH:11][CH:12]=3)[NH:7][C:6]=2[C:5]([C:16]([O:18][CH3:19])=[O:17])=[CH:4][CH:3]=1.[I:20]C1C=CC=C2C=1C(=O)C1C=CC=C(C(OC)=O)C=1N2.[K+].[Br-].IC1C2C(=O)C3C(=CC=CC=3)NC=2C(C(OC)=O)=CC=1.Cl.C(N(CC)CCNC(C1C2NC3C(=CC=CC=3)C(=O)C=2C(I)=CC=1)=O)C.IC1C=C2C(NC3C(C(O)=O)=CC=CC=3C2=O)=CC=1.C(N(CC)CCNC(C1C2C(=CC3C(N=2)=CC=CC=3)C(I)=CC=1)=O)C.Cl.Cl.C(N(CC)CCNC(C1C2C(=CC3C(N=2)=CC=CC=3)C=C(I)C=1)=O)C.IC1C(C(O)=O)=CC=CC=1C(O)=O.[N+](C1C=C2C(=CC=1)N=C(C(OCC)=O)C=N2)([O-])=O.C(N(CC)CCNC(C1C=CC2C(=CC=C([Sn](CCCC)(CCCC)CCCC)C=2)N=1)=O)C.IC1C=CC=C2C=1NC1C(C(O)=O)=CC=CC=1C2=O. The catalyst is ClCCl. The product is [I:20][C:12]1[CH:11]=[CH:10][CH:9]=[C:8]2[C:13]=1[CH2:14][C:15]1[CH:2]=[CH:3][CH:4]=[C:5]([C:16]([O:18][CH3:19])=[O:17])[C:6]=1[NH:7]2. The yield is 0.920. (2) The yield is 0.810. The product is [CH2:19]([O:18][C:16](=[O:17])[C:15](=[CH:14][NH:10][C:3]1[CH:4]=[C:5]([O:8][CH3:9])[CH:6]=[CH:7][C:2]=1[Br:1])[C:21]([O:23][CH2:24][CH3:25])=[O:22])[CH3:20]. The reactants are [Br:1][C:2]1[CH:7]=[CH:6][C:5]([O:8][CH3:9])=[CH:4][C:3]=1[NH2:10].C(O[CH:14]=[C:15]([C:21]([O:23][CH2:24][CH3:25])=[O:22])[C:16]([O:18][CH2:19][CH3:20])=[O:17])C. No catalyst specified. (3) The reactants are Cl.C([SiH2][O:7][C:8](C1C=CC=CC=1)(C1C=CC=CC=1)[C:9]1[CH:10]=[CH:11][C:12]2[N:13]([C:15]([C:19]3[C:20](=[O:34])[NH:21][C:22](=[O:33])[C:23]=3[C:24]3[C:32]4[C:27](=[CH:28][CH:29]=[CH:30][CH:31]=4)[NH:26][CH:25]=3)=[C:16]([CH3:18])[N:17]=2)[CH:14]=1)(C)(C)C. No catalyst specified. The product is [OH:7][CH2:8][C:9]1[CH:10]=[CH:11][C:12]2[N:13]([C:15]([C:19]3[C:20](=[O:34])[NH:21][C:22](=[O:33])[C:23]=3[C:24]3[C:32]4[C:27](=[CH:28][CH:29]=[CH:30][CH:31]=4)[NH:26][CH:25]=3)=[C:16]([CH3:18])[N:17]=2)[CH:14]=1. The yield is 0.820.